Dataset: Peptide-MHC class I binding affinity with 185,985 pairs from IEDB/IMGT. Task: Regression. Given a peptide amino acid sequence and an MHC pseudo amino acid sequence, predict their binding affinity value. This is MHC class I binding data. The peptide sequence is LPPERRQPF. The MHC is HLA-A03:01 with pseudo-sequence HLA-A03:01. The binding affinity (normalized) is 0.0847.